This data is from Forward reaction prediction with 1.9M reactions from USPTO patents (1976-2016). The task is: Predict the product of the given reaction. (1) The product is: [Br:1][C:2]1[CH:7]=[CH:6][C:5]([S:8]([NH2:16])(=[O:10])=[O:9])=[C:4]([CH2:12][CH:13]([CH3:15])[CH3:14])[CH:3]=1. Given the reactants [Br:1][C:2]1[CH:7]=[CH:6][C:5]([S:8](Cl)(=[O:10])=[O:9])=[C:4]([CH2:12][CH:13]([CH3:15])[CH3:14])[CH:3]=1.[NH4+:16].[OH-], predict the reaction product. (2) Given the reactants [F:1][C:2]1[CH:7]=[CH:6][C:5]([C:8]2[C:20]([C:21](=O)[CH:22]=[CH:23]N(C)C)=[C:11]3[CH:12]=[CH:13][C:14]([C:16]([F:19])([F:18])[F:17])=[CH:15][N:10]3[N:9]=2)=[CH:4][CH:3]=1.[CH3:28][N:29]([CH3:37])[CH2:30][CH2:31][CH2:32][NH:33][C:34]([NH2:36])=[NH:35].CC(C)([O-])C.[K+].C(O)(C)(C)C, predict the reaction product. The product is: [CH3:28][N:29]([CH3:37])[CH2:30][CH2:31][CH2:32][NH:33][C:34]1[N:36]=[C:21]([C:20]2[C:8]([C:5]3[CH:6]=[CH:7][C:2]([F:1])=[CH:3][CH:4]=3)=[N:9][N:10]3[CH:15]=[C:14]([C:16]([F:19])([F:18])[F:17])[CH:13]=[CH:12][C:11]=23)[CH:22]=[CH:23][N:35]=1. (3) Given the reactants [OH:1][CH2:2][C@@H:3]([N:35]([CH2:48][CH2:49][CH:50]([CH3:52])[CH3:51])[S:36]([C:39]1[CH:44]=[CH:43][C:42]([N+:45]([O-])=O)=[CH:41][CH:40]=1)(=[O:38])=[O:37])[CH2:4][S:5][C:6]1[CH:11]=[CH:10][NH:9][C:8](=[O:12])[C:7]=1[NH:13][C:14](=[O:34])[C@H:15]([CH:21]([C:28]1[CH:33]=[CH:32][CH:31]=[CH:30][CH:29]=1)[C:22]1[CH:27]=[CH:26][CH:25]=[CH:24][CH:23]=1)[NH:16][C:17]([O:19][CH3:20])=[O:18].[Cl-].[NH4+], predict the reaction product. The product is: [NH2:45][C:42]1[CH:41]=[CH:40][C:39]([S:36]([N:35]([CH2:48][CH2:49][CH:50]([CH3:52])[CH3:51])[C@H:3]([CH2:2][OH:1])[CH2:4][S:5][C:6]2[CH:11]=[CH:10][NH:9][C:8](=[O:12])[C:7]=2[NH:13][C:14](=[O:34])[C@H:15]([CH:21]([C:22]2[CH:27]=[CH:26][CH:25]=[CH:24][CH:23]=2)[C:28]2[CH:29]=[CH:30][CH:31]=[CH:32][CH:33]=2)[NH:16][C:17]([O:19][CH3:20])=[O:18])(=[O:38])=[O:37])=[CH:44][CH:43]=1. (4) Given the reactants NC1C=C(C=CC=1)OC1C=CN=C(C(N)=O)C=1.Cl.Cl[C:20]1[CH:25]=[CH:24][N:23]=[C:22]([C:26]([O:28][CH3:29])=[O:27])[CH:21]=1.[NH2:30][C:31]1[CH:36]=[CH:35][C:34]([OH:37])=[CH:33][CH:32]=1, predict the reaction product. The product is: [NH2:30][C:31]1[CH:36]=[CH:35][C:34]([O:37][C:20]2[CH:25]=[CH:24][N:23]=[C:22]([C:26]([O:28][CH3:29])=[O:27])[CH:21]=2)=[CH:33][CH:32]=1. (5) The product is: [CH3:44][N:43]([C:5]([N:24]1[CH2:25][CH2:26][CH:21]([C:19](=[O:20])[C:18]2[CH:17]=[CH:16][C:15]([F:14])=[CH:28][CH:27]=2)[CH2:22][CH2:23]1)=[O:11])[C:42]1[CH:45]=[CH:46][C:39]([F:38])=[CH:40][CH:41]=1. Given the reactants ClC(Cl)(O[C:5](=[O:11])OC(Cl)(Cl)Cl)Cl.Cl.[F:14][C:15]1[CH:28]=[CH:27][C:18]([C:19]([CH:21]2[CH2:26][CH2:25][NH:24][CH2:23][CH2:22]2)=[O:20])=[CH:17][CH:16]=1.CCN(C(C)C)C(C)C.[F:38][C:39]1[CH:46]=[CH:45][C:42]([NH:43][CH3:44])=[CH:41][CH:40]=1, predict the reaction product. (6) Given the reactants [NH2:1][C:2]1[C:7]([NH:8][C:9](=[O:16])[O:10][C:11]([CH3:15])([CH3:14])[CH2:12]Cl)=[C:6]([NH2:17])[N:5]=[C:4]([C:18]2[C:26]3[C:21](=[N:22][CH:23]=[CH:24][CH:25]=3)[N:20]([CH2:27][C:28]3[CH:33]=[CH:32][CH:31]=[CH:30][C:29]=3[F:34])[N:19]=2)[N:3]=1.C(=O)([O-])O.[Na+], predict the reaction product. The product is: [NH2:1][C:2]1[C:7]([N:8]2[CH2:12][C:11]([CH3:15])([CH3:14])[O:10][C:9]2=[O:16])=[C:6]([NH2:17])[N:5]=[C:4]([C:18]2[C:26]3[C:21](=[N:22][CH:23]=[CH:24][CH:25]=3)[N:20]([CH2:27][C:28]3[CH:33]=[CH:32][CH:31]=[CH:30][C:29]=3[F:34])[N:19]=2)[N:3]=1. (7) Given the reactants [CH2:1]([NH:3][C:4]1[N:9]=[C:8]([NH2:10])[C:7]([O:11][C:12]2[CH:17]=[CH:16][C:15]([O:18][CH3:19])=[CH:14][C:13]=2[CH:20]([CH3:22])[CH3:21])=[CH:6][N:5]=1)[CH3:2].[CH3:23][S:24](O[S:24]([CH3:23])(=[O:26])=[O:25])(=[O:26])=[O:25].FC(F)(F)S(O)(=O)=O.C([O-])(O)=O.[Na+], predict the reaction product. The product is: [CH2:1]([NH:3][C:4]1[N:9]=[C:8]([NH2:10])[C:7]([O:11][C:12]2[CH:17]=[C:16]([S:24]([CH3:23])(=[O:26])=[O:25])[C:15]([O:18][CH3:19])=[CH:14][C:13]=2[CH:20]([CH3:21])[CH3:22])=[CH:6][N:5]=1)[CH3:2]. (8) Given the reactants I[C:2]1[CH:7]=[CH:6][C:5](OC)=[C:4]([N+:10]([O-:12])=[O:11])[CH:3]=1.[NH2:13][C:14]1[N:19]=[CH:18][C:17]([C:20]#[CH:21])=[CH:16][N:15]=1.C(Cl)Cl.CN([CH:28]=[O:29])C, predict the reaction product. The product is: [CH3:28][O:29][C:7]1[CH:6]=[CH:5][C:4]([N+:10]([O-:12])=[O:11])=[CH:3][C:2]=1[C:21]#[C:20][C:17]1[CH:16]=[N:15][C:14]([NH2:13])=[N:19][CH:18]=1. (9) Given the reactants F[C:2]1[CH:7]=[CH:6][C:5]([N+:8]([O-:10])=[O:9])=[C:4]([O:11][CH3:12])[CH:3]=1.[CH2:13]([N:20]1[CH:25]2[CH2:26][O:27][CH2:28][CH:21]1[CH2:22][NH:23][CH2:24]2)[C:14]1[CH:19]=[CH:18][CH:17]=[CH:16][CH:15]=1.C(=O)([O-])[O-].[Cs+].[Cs+], predict the reaction product. The product is: [CH2:13]([N:20]1[CH:25]2[CH2:24][N:23]([C:2]3[CH:7]=[CH:6][C:5]([N+:8]([O-:10])=[O:9])=[C:4]([O:11][CH3:12])[CH:3]=3)[CH2:22][CH:21]1[CH2:28][O:27][CH2:26]2)[C:14]1[CH:19]=[CH:18][CH:17]=[CH:16][CH:15]=1.